Dataset: Full USPTO retrosynthesis dataset with 1.9M reactions from patents (1976-2016). Task: Predict the reactants needed to synthesize the given product. (1) Given the product [N:20]1[CH:21]=[CH:22][C:17]([C:2]#[C:1][C:3]2[CH:8]=[CH:7][C:6]([CH2:9][CH2:10][C:11]([O:13][CH3:14])=[O:12])=[CH:5][CH:4]=2)=[CH:18][CH:19]=1, predict the reactants needed to synthesize it. The reactants are: [C:1]([C:3]1[CH:8]=[CH:7][C:6]([CH2:9][CH2:10][C:11]([O:13][CH3:14])=[O:12])=[CH:5][CH:4]=1)#[CH:2].Cl.Br[C:17]1[CH:22]=[CH:21][N:20]=[CH:19][CH:18]=1. (2) Given the product [Br:1][C:2]1[N:3]=[C:4]2[N:9]([CH2:10][C:11]3[CH:12]=[C:13]4[C:18](=[CH:19][C:20]=3[F:21])[N:17]=[CH:16][CH:15]=[CH:14]4)[N:22]=[N:8][C:5]2=[N:6][CH:7]=1, predict the reactants needed to synthesize it. The reactants are: [Br:1][C:2]1[N:3]=[C:4]([NH:9][CH2:10][C:11]2[CH:12]=[C:13]3[C:18](=[CH:19][C:20]=2[F:21])[N:17]=[CH:16][CH:15]=[CH:14]3)[C:5]([NH2:8])=[N:6][CH:7]=1.[N:22]([O-])=O.[Na+]. (3) Given the product [N:15]1([CH2:14][C@H:13]([C:20]2[CH:25]=[CH:24][CH:23]=[CH:22][CH:21]=2)[O:12][C:11]2[CH:10]=[CH:9][C:8]3[C:7](=[O:26])[CH2:6][CH2:5][CH2:4][C:3]=3[C:2]=2[NH:1][C:35](=[O:36])[CH2:34][C:29]2[CH:30]=[CH:31][CH:32]=[CH:33][N:28]=2)[CH:19]=[CH:18][N:17]=[CH:16]1, predict the reactants needed to synthesize it. The reactants are: [NH2:1][C:2]1[C:11]([O:12][C@@H:13]([C:20]2[CH:25]=[CH:24][CH:23]=[CH:22][CH:21]=2)[CH2:14][N:15]2[CH:19]=[CH:18][N:17]=[CH:16]2)=[CH:10][CH:9]=[C:8]2[C:3]=1[CH2:4][CH2:5][CH2:6][C:7]2=[O:26].Cl.[N:28]1[CH:33]=[CH:32][CH:31]=[CH:30][C:29]=1[CH2:34][C:35](O)=[O:36].CCN=C=NCCCN(C)C.Cl. (4) The reactants are: [CH3:1][O:2][C:3]1[CH:12]=[C:11]2[C:6]([CH2:7][CH2:8][CH2:9][CH:10]2[C:13]([OH:15])=O)=[CH:5][CH:4]=1.[C:16]([C:19]1[CH:24]=[CH:23][C:22]([NH:25][CH2:26][C:27]2[CH:32]=[CH:31][C:30]([O:33][CH3:34])=[CH:29][CH:28]=2)=[CH:21][CH:20]=1)(=[O:18])[CH3:17]. Given the product [C:16]([C:19]1[CH:20]=[CH:21][C:22]([N:25]([CH2:26][C:27]2[CH:32]=[CH:31][C:30]([O:33][CH3:34])=[CH:29][CH:28]=2)[C:13]([CH:10]2[C:11]3[C:6](=[CH:5][CH:4]=[C:3]([O:2][CH3:1])[CH:12]=3)[CH2:7][CH2:8][CH2:9]2)=[O:15])=[CH:23][CH:24]=1)(=[O:18])[CH3:17], predict the reactants needed to synthesize it. (5) The reactants are: [NH2:1][C:2]1[CH:7]=[CH:6][CH:5]=[CH:4][C:3]=1[NH:8][C:9](=O)[C:10]1[CH:15]=[CH:14][C:13]([NH:16][C:17](=[O:32])[C:18]2[CH:23]=[CH:22][C:21](OCC3C=CC=CN=3)=[CH:20][CH:19]=2)=[C:12]([CH3:33])[CH:11]=1.C([O-])(O)=O.[Na+].[CH3:40][C:41]([OH:43])=O. Given the product [NH:8]1[C:3]2[CH:4]=[CH:5][CH:6]=[CH:7][C:2]=2[N:1]=[C:9]1[C:10]1[CH:15]=[CH:14][C:13]([NH:16][C:17](=[O:32])[C:18]2[CH:23]=[CH:22][C:21]([O:43][CH2:41][C:40]3[CH:5]=[CH:4][CH:3]=[CH:2][N:1]=3)=[CH:20][CH:19]=2)=[C:12]([CH3:33])[CH:11]=1, predict the reactants needed to synthesize it.